This data is from Forward reaction prediction with 1.9M reactions from USPTO patents (1976-2016). The task is: Predict the product of the given reaction. Given the reactants C([O:5][C:6](=[O:48])[CH2:7][C:8]1([C:41]([O:43]C(C)(C)C)=[O:42])[O:12][N:11]=[C:10]([C:13]2[CH:18]=[C:17]([O:19][C:20](=[O:31])[C:21]3[CH:26]=[CH:25][C:24]([NH:27][C:28]([NH2:30])=[NH:29])=[CH:23][CH:22]=3)[CH:16]=[C:15]([CH2:32][CH2:33][C:34]([O:36]C(C)(C)C)=[O:35])[CH:14]=2)[CH2:9]1)(C)(C)C.[C:49]([OH:55])([C:51]([F:54])([F:53])[F:52])=[O:50], predict the reaction product. The product is: [F:52][C:51]([F:54])([F:53])[C:49]([OH:55])=[O:50].[NH:27]([C:24]1[CH:25]=[CH:26][C:21]([C:20]([O:19][C:17]2[CH:18]=[C:13]([C:10]3[CH2:9][C:8]([CH2:7][C:6]([OH:48])=[O:5])([C:41]([OH:43])=[O:42])[O:12][N:11]=3)[CH:14]=[C:15]([CH2:32][CH2:33][C:34]([OH:36])=[O:35])[CH:16]=2)=[O:31])=[CH:22][CH:23]=1)[C:28]([NH2:30])=[NH:29].